Dataset: Full USPTO retrosynthesis dataset with 1.9M reactions from patents (1976-2016). Task: Predict the reactants needed to synthesize the given product. Given the product [Cl:18][C:19]1[CH:24]=[CH:23][C:22]([N:25]2[C:9](=[O:11])[C:8]3[C:7](=[CH:15][CH:14]=[CH:13][C:12]=3[O:16][CH3:17])[N:6]=[C:1]2[CH:2]([CH3:3])[CH3:4])=[CH:21][CH:20]=1, predict the reactants needed to synthesize it. The reactants are: [C:1]([NH:6][C:7]1[CH:15]=[CH:14][CH:13]=[C:12]([O:16][CH3:17])[C:8]=1[C:9]([OH:11])=O)(=O)[CH:2]([CH3:4])[CH3:3].[Cl:18][C:19]1[CH:24]=[CH:23][C:22]([NH2:25])=[CH:21][C:20]=1F.ClC1C=CC(N)=CC=1.